From a dataset of Reaction yield outcomes from USPTO patents with 853,638 reactions. Predict the reaction yield, written as a fraction of the theoretical maximum amount of product (1.0 means a 100% yield; for example, 0.34 means a 34% yield). (1) The yield is 0.390. The reactants are [N:1]([O-])=O.[Na+].[F:5][C:6]1[N:11]=[CH:10][C:9]([NH2:12])=[CH:8][CH:7]=1.O.O.[Sn](Cl)Cl.[OH-].[K+]. The catalyst is O.Cl. The product is [F:5][C:6]1[CH:7]=[CH:8][C:9]([NH:12][NH2:1])=[CH:10][N:11]=1. (2) The reactants are [Cl:1][C:2]1[CH:7]=[CH:6][CH:5]=[CH:4][C:3]=1[C:8]1[N:9]=[C:10]2[N:14]([C:15]=1[C:16]1[CH:21]=[CH:20][N:19]=[C:18]([NH:22][CH:23]3[CH2:28][CH2:27][N:26](C(OC(C)(C)C)=O)[CH2:25][CH2:24]3)[N:17]=1)[CH:13]=[CH:12][O:11]2.Cl. The catalyst is O1CCOCC1.CCOCC. The product is [ClH:1].[Cl:1][C:2]1[CH:7]=[CH:6][CH:5]=[CH:4][C:3]=1[C:8]1[N:9]=[C:10]2[N:14]([C:15]=1[C:16]1[CH:21]=[CH:20][N:19]=[C:18]([NH:22][CH:23]3[CH2:28][CH2:27][NH:26][CH2:25][CH2:24]3)[N:17]=1)[CH:13]=[CH:12][O:11]2. The yield is 0.940. (3) The reactants are [N:1]1[C:6]2[O:7][CH2:8][C:9](=O)[NH:10][C:5]=2[CH:4]=[N:3][CH:2]=1.[H-].[Al+3].[Li+].[H-].[H-].[H-].O.[OH-].[Na+]. The catalyst is O1CCCC1. The product is [N:1]1[C:6]2[O:7][CH2:8][CH2:9][NH:10][C:5]=2[CH:4]=[N:3][CH:2]=1. The yield is 0.250. (4) The reactants are [F:1][C:2]1[CH:7]=[C:6](I)[CH:5]=[CH:4][N:3]=1.[CH2:9]([Sn](CCCC)(CCCC)C=C)[CH2:10]CC.C(OCC)(=O)C.[F-].[K+]. The catalyst is O1CCOCC1. The product is [F:1][C:2]1[CH:7]=[C:6]([CH:9]=[CH2:10])[CH:5]=[CH:4][N:3]=1. The yield is 0.380. (5) The reactants are [C:1]([O:5][C:6]([N:8]1[CH2:11][CH:10]([O:12][C:13]2[CH:18]=[C:17]([Br:19])[CH:16]=[CH:15][C:14]=2C=O)[CH2:9]1)=[O:7])([CH3:4])([CH3:3])[CH3:2].C1C=C(Cl)C=C(C(OO)=[O:30])C=1. The catalyst is C(Cl)Cl. The product is [C:1]([O:5][C:6]([N:8]1[CH2:11][CH:10]([O:12][C:13]2[CH:18]=[C:17]([Br:19])[CH:16]=[CH:15][C:14]=2[OH:30])[CH2:9]1)=[O:7])([CH3:4])([CH3:3])[CH3:2]. The yield is 0.740. (6) The reactants are [H-].[Na+].[C:3]([O:7][C:8]([N:10]1[CH2:15][CH2:14][C:13]([NH:18][C:19]([O:21][C:22]([CH3:25])([CH3:24])[CH3:23])=[O:20])([CH2:16][OH:17])[CH2:12][CH2:11]1)=[O:9])([CH3:6])([CH3:5])[CH3:4].[Cl:26][C:27]1[CH:34]=[CH:33][C:30]([CH2:31]Br)=[CH:29][CH:28]=1. The catalyst is CN(C=O)C. The product is [C:3]([O:7][C:8]([N:10]1[CH2:15][CH2:14][C:13]([NH:18][C:19]([O:21][C:22]([CH3:25])([CH3:24])[CH3:23])=[O:20])([CH2:16][O:17][CH2:31][C:30]2[CH:33]=[CH:34][C:27]([Cl:26])=[CH:28][CH:29]=2)[CH2:12][CH2:11]1)=[O:9])([CH3:5])([CH3:6])[CH3:4]. The yield is 0.220. (7) The reactants are [Cl:1][C:2]1[CH:34]=[CH:33][C:5]([CH2:6][N:7]2[C:15]3[C:14](=[O:16])[N:13]([CH2:17][CH2:18][CH2:19][O:20][CH:21]4[CH2:26][CH2:25][CH2:24][CH2:23][O:22]4)[C:12](=[O:27])[N:11]([CH3:28])[C:10]=3[N:9]=[C:8]2[C:29]#[C:30][CH2:31][OH:32])=[CH:4][CH:3]=1. The catalyst is CO.[Pd]. The product is [Cl:1][C:2]1[CH:3]=[CH:4][C:5]([CH2:6][N:7]2[C:15]3[C:14](=[O:16])[N:13]([CH2:17][CH2:18][CH2:19][O:20][CH:21]4[CH2:26][CH2:25][CH2:24][CH2:23][O:22]4)[C:12](=[O:27])[N:11]([CH3:28])[C:10]=3[N:9]=[C:8]2[CH2:29][CH2:30][CH2:31][OH:32])=[CH:33][CH:34]=1. The yield is 0.826. (8) The reactants are [OH:1][C:2]1[CH:25]=[CH:24][CH:23]=[CH:22][C:3]=1[C:4]([NH:6][CH:7]([CH3:21])[CH:8]([NH:10]C(=O)OCC1C=CC=CC=1)[CH3:9])=[O:5]. The catalyst is CO.[Pd]. The product is [NH2:10][CH:8]([CH3:9])[CH:7]([NH:6][C:4](=[O:5])[C:3]1[CH:22]=[CH:23][CH:24]=[CH:25][C:2]=1[OH:1])[CH3:21]. The yield is 0.860.